Dataset: Peptide-MHC class I binding affinity with 185,985 pairs from IEDB/IMGT. Task: Regression. Given a peptide amino acid sequence and an MHC pseudo amino acid sequence, predict their binding affinity value. This is MHC class I binding data. (1) The peptide sequence is EIKDRILSY. The MHC is HLA-A30:01 with pseudo-sequence HLA-A30:01. The binding affinity (normalized) is 0.0337. (2) The peptide sequence is HTSVSAKQLR. The MHC is HLA-A03:01 with pseudo-sequence HLA-A03:01. The binding affinity (normalized) is 0.277. (3) The peptide sequence is CYNAVLTHV. The binding affinity (normalized) is 0. The MHC is H-2-Dd with pseudo-sequence H-2-Dd. (4) The peptide sequence is MVLRYAHL. The MHC is H-2-Kb with pseudo-sequence H-2-Kb. The binding affinity (normalized) is 0.945. (5) The peptide sequence is GTFLCANEY. The MHC is HLA-A26:01 with pseudo-sequence HLA-A26:01. The binding affinity (normalized) is 0.485. (6) The peptide sequence is GQANSDLGTW. The MHC is Mamu-B52 with pseudo-sequence Mamu-B52. The binding affinity (normalized) is 0.422. (7) The peptide sequence is AYISSEATTPL. The MHC is Patr-A0901 with pseudo-sequence Patr-A0901. The binding affinity (normalized) is 1.00.